From a dataset of Clinical trial toxicity outcomes and FDA approval status for drugs. Regression/Classification. Given a drug SMILES string, predict its toxicity properties. Task type varies by dataset: regression for continuous values (e.g., LD50, hERG inhibition percentage) or binary classification for toxic/non-toxic outcomes (e.g., AMES mutagenicity, cardiotoxicity, hepatotoxicity). Dataset: clintox. (1) The compound is O=C(CCC[NH+]1CCC(O)(c2ccc(Cl)cc2)CC1)c1ccc(F)cc1. The result is 0 (passed clinical trial). (2) The molecule is CCCCCCCC(=O)CC[C@H]1[C@H](O)C[C@H](O)[C@@H]1C/C=C\CCCC(=O)OC(C)C. The result is 0 (passed clinical trial). (3) The molecule is CCC(=O)NCC[C@@H]1CCc2ccc3c(c21)CCO3. The result is 0 (passed clinical trial). (4) The molecule is CCCCCCC(=O)OCCN1CC[NH+](CCCN2c3ccccc3Sc3ccc(C(F)(F)F)cc32)CC1. The result is 0 (passed clinical trial). (5) The drug is COc1cc2c(cc1OC)C(=O)C(CC1CC[NH+](Cc3ccccc3)CC1)C2. The result is 0 (passed clinical trial). (6) The compound is S=c1nc[nH]c2nc[nH]c12. The result is 1 (failed clinical trial for toxicity). (7) The drug is c1ccc2c(CC3=[NH+]CCN3)cccc2c1. The result is 0 (passed clinical trial). (8) The molecule is CCC(=O)O[C@]1(C(=O)SCF)[C@H](C)C[C@H]2[C@@H]3C[C@H](F)C4=CC(=O)C=C[C@]4(C)[C@@]3(F)[C@@H](O)C[C@@]21C. The result is 0 (passed clinical trial). (9) The drug is COC(=O)CCc1ccc(OCC(O)C[NH2+]C(C)C)cc1. The result is 0 (passed clinical trial).